Task: Predict which catalyst facilitates the given reaction.. Dataset: Catalyst prediction with 721,799 reactions and 888 catalyst types from USPTO (1) Reactant: [CH2:1]([C:5]1([O:18][CH3:19])[CH2:10][CH2:9][N:8](C(OC(C)(C)C)=O)[CH2:7][CH2:6]1)[CH2:2][CH2:3][CH3:4].C1(OC)C=CC=CC=1.[F:28][C:29]([F:34])([F:33])[C:30]([OH:32])=[O:31]. Product: [F:28][C:29]([F:34])([F:33])[C:30]([OH:32])=[O:31].[CH2:1]([C:5]1([O:18][CH3:19])[CH2:6][CH2:7][NH:8][CH2:9][CH2:10]1)[CH2:2][CH2:3][CH3:4]. The catalyst class is: 4. (2) Reactant: [CH3:1][C:2]1[CH:3]=[C:4]([CH:10]=[CH:11][C:12]([O:14][C:15]([CH3:18])([CH3:17])[CH3:16])=[O:13])[CH:5]=[CH:6][C:7]=1[C:8]#[N:9].[H][H]. Product: [CH3:1][C:2]1[CH:3]=[C:4]([CH2:10][CH2:11][C:12]([O:14][C:15]([CH3:18])([CH3:17])[CH3:16])=[O:13])[CH:5]=[CH:6][C:7]=1[C:8]#[N:9]. The catalyst class is: 350. (3) Reactant: C([O:4][C@@H:5]1[C@@H:36]([O:37]C(=O)C)[C@H:35]([O:41]C(=O)C)[C@@H:34]([CH2:45][O:46]C(=O)C)[O:33][CH:6]1[O:7][CH2:8][CH2:9][O:10][C:11]1[C:16]([C:17]#[C:18][C:19]2[CH:24]=[CH:23][N:22]=[CH:21][CH:20]=2)=[CH:15][CH:14]=[CH:13][C:12]=1[C:25]#[C:26][C:27]1[CH:32]=[CH:31][N:30]=[CH:29][CH:28]=1)(=O)C.C[O-].[Na+].C(=O)([O-])O.[Na+]. Product: [O:7]([CH2:8][CH2:9][O:10][C:11]1[C:12]([C:25]#[C:26][C:27]2[CH:32]=[CH:31][N:30]=[CH:29][CH:28]=2)=[CH:13][CH:14]=[CH:15][C:16]=1[C:17]#[C:18][C:19]1[CH:24]=[CH:23][N:22]=[CH:21][CH:20]=1)[CH:6]1[O:33][C@H:34]([CH2:45][OH:46])[C@@H:35]([OH:41])[C@H:36]([OH:37])[C@H:5]1[OH:4]. The catalyst class is: 5. (4) Reactant: C([N:8]1[CH2:13][CH2:12][CH:11]([N:14]2[C:18]([CH3:19])=[N:17][N:16]=[C:15]2[C:20]([F:23])([F:22])[CH3:21])[CH2:10][CH2:9]1)C1C=CC=CC=1. Product: [F:22][C:20]([C:15]1[N:14]([CH:11]2[CH2:12][CH2:13][NH:8][CH2:9][CH2:10]2)[C:18]([CH3:19])=[N:17][N:16]=1)([F:23])[CH3:21]. The catalyst class is: 29. (5) Reactant: [CH2:1]1[C:5]2=[CH:6][C:7]3[CH:8]=[C:9]([OH:13])[CH:10]=[CH:11][C:12]=3[N:4]2[CH2:3][CH2:2]1.[H-].[Na+].[CH2:16](I)[CH3:17]. Product: [CH2:16]([O:13][C:9]1[CH:10]=[CH:11][C:12]2[N:4]3[CH2:3][CH2:2][CH2:1][C:5]3=[CH:6][C:7]=2[CH:8]=1)[CH3:17]. The catalyst class is: 9. (6) Reactant: Cl.[CH3:2][C:3]([CH3:46])([CH2:44][CH3:45])[CH2:4][C:5]1[N:6]=[C:7]([CH2:29][CH:30]([C:32]2[CH:37]=[CH:36][C:35]([C:38]3[CH:43]=[CH:42][CH:41]=[CH:40][N:39]=3)=[CH:34][CH:33]=2)[F:31])[N:8](C(C2C=CC=CC=2)(C2C=CC=CC=2)C2C=CC=CC=2)[CH:9]=1. Product: [CH3:2][C:3]([CH3:46])([CH2:44][CH3:45])[CH2:4][C:5]1[N:6]=[C:7]([CH2:29][CH:30]([C:32]2[CH:37]=[CH:36][C:35]([C:38]3[CH:43]=[CH:42][CH:41]=[CH:40][N:39]=3)=[CH:34][CH:33]=2)[F:31])[NH:8][CH:9]=1. The catalyst class is: 5. (7) Product: [NH2:33][C:30]1[CH:31]=[CH:32][C:27]([O:26][C:24]2[CH:23]=[CH:22][N:21]=[C:20]3[NH:19][CH:18]=[C:17]([CH:15]([OH:16])[CH2:14][OH:13])[C:25]=23)=[C:28]([F:36])[CH:29]=1. The catalyst class is: 57. Reactant: [H-].[Al+3].[H-].[H-].[H-].[Al+3].[Li+].[H-].[H-].[H-].C([O:13][CH2:14][C:15]([C:17]1[C:25]2[C:20](=[N:21][CH:22]=[CH:23][C:24]=2[O:26][C:27]2[CH:32]=[CH:31][C:30]([N+:33]([O-])=O)=[CH:29][C:28]=2[F:36])[NH:19][CH:18]=1)=[O:16])=O. (8) Reactant: N[C@@H](CCC=C)C[O:4][CH2:5][C:6]1[CH:11]=[CH:10][CH:9]=[CH:8][CH:7]=1.C([N:18](CC)CC)C.C(Cl)(=O)C1C=CC=CC=1.O. The catalyst class is: 2. Product: [C:5]([NH2:18])(=[O:4])[C:6]1[CH:11]=[CH:10][CH:9]=[CH:8][CH:7]=1. (9) Reactant: C(OC([N:8]1[CH2:13][CH2:12][CH:11]([C:14]2[CH:19]=[CH:18][CH:17]=[C:16]([C:20]3[N:28]4[C:23]([C:24]([NH2:29])=[N:25][CH:26]=[N:27]4)=[C:22]([C:30]4[CH:31]=[CH:32][C:33]5[C:37]([CH:38]=4)=[N:36][N:35]([CH2:39][C:40]4[CH:45]=[CH:44][CH:43]=[CH:42][CH:41]=4)[CH:34]=5)[CH:21]=3)[CH:15]=2)[CH2:10][CH2:9]1)=O)(C)(C)C.C(OCC)(=O)C. Product: [CH2:39]([N:35]1[CH:34]=[C:33]2[C:37]([CH:38]=[C:30]([C:22]3[CH:21]=[C:20]([C:16]4[CH:17]=[CH:18][CH:19]=[C:14]([CH:11]5[CH2:12][CH2:13][NH:8][CH2:9][CH2:10]5)[CH:15]=4)[N:28]4[C:23]=3[C:24]([NH2:29])=[N:25][CH:26]=[N:27]4)[CH:31]=[CH:32]2)=[N:36]1)[C:40]1[CH:45]=[CH:44][CH:43]=[CH:42][CH:41]=1. The catalyst class is: 89.